Dataset: Catalyst prediction with 721,799 reactions and 888 catalyst types from USPTO. Task: Predict which catalyst facilitates the given reaction. (1) Reactant: C[O-].[Na+].C(O)(=O)C.[CH:8]([NH2:10])=[NH:9].Cl.[CH2:12]([N:19]1[CH2:24][CH2:23][CH:22]([C:25](OCC)=[O:26])[C:21](=O)[CH2:20]1)[C:13]1[CH:18]=[CH:17][CH:16]=[CH:15][CH:14]=1.C(O)(=O)C. Product: [CH2:12]([N:19]1[CH2:24][CH2:23][C:22]2[C:25](=[O:26])[NH:10][CH:8]=[N:9][C:21]=2[CH2:20]1)[C:13]1[CH:18]=[CH:17][CH:16]=[CH:15][CH:14]=1. The catalyst class is: 24. (2) Reactant: [C:1]1([CH:8]=[CH:7][CH:6]=[C:4]([OH:5])[CH:3]=1)O.C(OC[CH2:13][CH2:14][NH2:15])=C.C=O.C1(C)C=CC=CC=1. Product: [O:5]1[C:4]2[CH:3]=[CH:1][CH:8]=[CH:7][C:6]=2[CH:13]=[CH:14][NH:15]1. The catalyst class is: 6.